Dataset: Experimentally validated miRNA-target interactions with 360,000+ pairs, plus equal number of negative samples. Task: Binary Classification. Given a miRNA mature sequence and a target amino acid sequence, predict their likelihood of interaction. (1) The miRNA is rno-miR-101b-3p with sequence UACAGUACUGUGAUAGCUGAA. The protein sequence of the target gene is MSAFSEAALEKKLSELSNSQQSVQTLSLWLIHHRKHSRPIVTVWERELRKAKPNRKLTFLYLANDVIQNSKRKGPEFTKDFAPVIVEAFKHVSSETDESCKKHLGRVLSIWEERSVYENDVLEQLKQALYGDKKPRKRTYEQIKVDENENCSSLGSPSEPPQTLDLVRALQDLENAASGDAAVHQRIASLPVEVQEVSLLDKITDKESGERLSKMVEDACMLLADYNGRLAAEIDDRKQLTRMLADFLRCQKEALAEKEHKLEEYKRKLARVSLVRKELRSRIQSLPDLSRLPNVTGSHM.... Result: 0 (no interaction). (2) The miRNA is mmu-miR-367-3p with sequence AAUUGCACUUUAGCAAUGGUGA. The protein sequence of the target gene is MPGKHVSRVRALYRRILLLHRALPPDLKALGDQYVKDEFRRHKTVGPGEAQRFLKEWETYAAVLWQQAEDSRQSSTGKACFGTSLPEEKLNDFRDEQIGQLQELMQEATKPNRQFSITESTKPQL. Result: 0 (no interaction). (3) The protein sequence of the target gene is MYSFMGGGLFCAWVGTILLVVAMATDHWMQYRLSGSFAHQGLWRYCLGNKCYLQTDSIAYWNATRAFMILSALCAISGIIMGIMAFAHQPTFSRISRPFSAGIMFFSSTLFVVLALAIYTGVTVSFLGRRFGDWRFSWSYILGWVAVLMTFFAGIFYMCAYRVHECRRLSTPR. Result: 0 (no interaction). The miRNA is mmu-miR-7036a-3p with sequence CCGUCCUCAUCCGCUCCUCCCAG.